Predict which catalyst facilitates the given reaction. From a dataset of Catalyst prediction with 721,799 reactions and 888 catalyst types from USPTO. (1) Reactant: [Br:1][C:2]1[C:11]2[O:12][CH2:13][N:9]3[C:10]=2[C:5]([C:6]([CH:15]=[O:16])=[CH:7][C:8]3=[O:14])=[CH:4][CH:3]=1.CO.[BH4-].[Na+]. Product: [Br:1][C:2]1[C:11]2[O:12][CH2:13][N:9]3[C:10]=2[C:5]([C:6]([CH2:15][OH:16])=[CH:7][C:8]3=[O:14])=[CH:4][CH:3]=1. The catalyst class is: 6. (2) Reactant: [Br:1][C:2]1[CH:7]=[CH:6][C:5]([N+:8]([O-:10])=[O:9])=[C:4](F)[CH:3]=1.[CH3:12][NH2:13]. Product: [Br:1][C:2]1[CH:7]=[CH:6][C:5]([N+:8]([O-:10])=[O:9])=[C:4]([CH:3]=1)[NH:13][CH3:12]. The catalyst class is: 14. (3) Reactant: [C:1]([O:5][C:6](=[O:26])[N:7]([CH2:9][CH2:10][O:11][C:12]1[CH:17]=[C:16]([NH:18][NH2:19])[N:15]=[C:14]([N:20]2[CH2:25][CH2:24][O:23][CH2:22][CH2:21]2)[N:13]=1)[CH3:8])([CH3:4])([CH3:3])[CH3:2].[N:27]([O-])=O.[Na+].C(OCC)(=O)C. Product: [C:1]([O:5][C:6](=[O:26])[N:7]([CH2:9][CH2:10][O:11][C:12]1[CH:17]=[C:16]([N:18]=[N+:19]=[N-:27])[N:15]=[C:14]([N:20]2[CH2:25][CH2:24][O:23][CH2:22][CH2:21]2)[N:13]=1)[CH3:8])([CH3:4])([CH3:2])[CH3:3]. The catalyst class is: 86. (4) Reactant: Br[C:2]1[C:3]([C:12]([OH:14])=[O:13])=[N:4][C:5]([C:8]([CH3:11])([CH3:10])[CH3:9])=[N:6][CH:7]=1.[OH-].[Na+]. Product: [C:8]([C:5]1[N:4]=[C:3]([C:12]([OH:14])=[O:13])[CH:2]=[CH:7][N:6]=1)([CH3:11])([CH3:9])[CH3:10]. The catalyst class is: 19. (5) Reactant: Cl[CH:2]([CH3:17])[C:3]([C:5]1[C:6]([CH:14]([CH3:16])[CH3:15])=[N:7][N:8]2[CH:13]=[CH:12][CH:11]=[CH:10][C:9]=12)=[O:4].[CH2:18]([NH2:25])[C:19]1[CH:24]=[CH:23][CH:22]=[CH:21][CH:20]=1.[Na+].[I-]. Product: [CH2:18]([NH:25][CH:2]([CH3:17])[C:3]([C:5]1[C:6]([CH:14]([CH3:16])[CH3:15])=[N:7][N:8]2[CH:13]=[CH:12][CH:11]=[CH:10][C:9]=12)=[O:4])[C:19]1[CH:24]=[CH:23][CH:22]=[CH:21][CH:20]=1. The catalyst class is: 5. (6) Reactant: [F:1][C:2]1[CH:7]=[CH:6][CH:5]=[CH:4][C:3]=1[C:8]1[NH:9][CH:10]=[C:11]([CH:13]=[O:14])[N:12]=1.[H-].[Na+].C1OCCOCCOCCOCCOC1.[S:32]1[CH:36]=[CH:35][C:34]([S:37](Cl)(=[O:39])=[O:38])=[CH:33]1. Product: [F:1][C:2]1[CH:7]=[CH:6][CH:5]=[CH:4][C:3]=1[C:8]1[N:9]([S:37]([C:34]2[CH:35]=[CH:36][S:32][CH:33]=2)(=[O:39])=[O:38])[CH:10]=[C:11]([CH:13]=[O:14])[N:12]=1. The catalyst class is: 30. (7) Reactant: [Br:1][C:2]1[CH:7]=[CH:6][C:5]([O:8][CH3:9])=[CH:4][C:3]=1[CH2:10]Br.[OH-:12].[K+]. Product: [Br:1][C:2]1[CH:7]=[CH:6][C:5]([O:8][CH3:9])=[CH:4][C:3]=1[CH2:10][CH:4]([CH3:3])[C:5]([OH:8])=[O:12]. The catalyst class is: 6.